From a dataset of Catalyst prediction with 721,799 reactions and 888 catalyst types from USPTO. Predict which catalyst facilitates the given reaction. (1) Reactant: [H-].[Na+].[C:3](=[O:8])([O:6][CH3:7])OC.[Br:9][C:10]1[CH:11]=[C:12]([C:17](=[O:19])[CH3:18])[CH:13]=[CH:14][C:15]=1[F:16]. Product: [Br:9][C:10]1[CH:11]=[C:12]([C:17](=[O:19])[CH2:18][C:3]([O:6][CH3:7])=[O:8])[CH:13]=[CH:14][C:15]=1[F:16]. The catalyst class is: 7. (2) Product: [CH2:39]([N:5]([CH2:1][CH2:2][CH2:3][CH3:4])[C:6]1[CH:11]=[CH:10][C:9]([CH:12]=[CH:13][C:14]2[S:18][C:17]([CH:19]=[CH:50][C:49]3[C:48]([CH3:51])([CH3:52])[O:47][C:46](=[C:53]([C:54]#[N:55])[C:56]#[N:57])[C:45]=3[C:43]#[N:44])=[CH:16][CH:15]=2)=[C:8]([O:21][Si:22]([C:35]([CH3:38])([CH3:37])[CH3:36])([C:23]2[CH:28]=[CH:27][CH:26]=[CH:25][CH:24]=2)[C:29]2[CH:34]=[CH:33][CH:32]=[CH:31][CH:30]=2)[CH:7]=1)[CH2:40][CH2:41][CH3:42]. The catalyst class is: 199. Reactant: [CH2:1]([N:5]([CH2:39][CH2:40][CH2:41][CH3:42])[C:6]1[CH:11]=[CH:10][C:9]([CH:12]=[CH:13][C:14]2[S:18][C:17]([CH:19]=O)=[CH:16][CH:15]=2)=[C:8]([O:21][Si:22]([C:35]([CH3:38])([CH3:37])[CH3:36])([C:29]2[CH:34]=[CH:33][CH:32]=[CH:31][CH:30]=2)[C:23]2[CH:28]=[CH:27][CH:26]=[CH:25][CH:24]=2)[CH:7]=1)[CH2:2][CH2:3][CH3:4].[C:43]([C:45]1[C:46](=[C:53]([C:56]#[N:57])[C:54]#[N:55])[O:47][C:48]([CH3:52])([CH3:51])[C:49]=1[CH3:50])#[N:44].C([O-])(=O)C.[NH4+]. (3) Reactant: [CH2:1]([O:3][C:4](=[O:16])[C:5]([O:8][C:9]1[CH:14]=[CH:13][CH:12]=[C:11]([NH2:15])[CH:10]=1)([CH3:7])[CH3:6])[CH3:2].N1C=CC=CC=1.[C:23](Cl)(=[O:25])[CH3:24]. Product: [CH2:1]([O:3][C:4](=[O:16])[C:5]([O:8][C:9]1[CH:14]=[CH:13][CH:12]=[C:11]([NH:15][C:23](=[O:25])[CH3:24])[CH:10]=1)([CH3:7])[CH3:6])[CH3:2]. The catalyst class is: 2. (4) Reactant: C[O:2][C:3](=[O:38])[C:4]1[CH:9]=[C:8]([C:10](=[O:26])[C:11]2[CH:16]=[CH:15][C:14]([N:17]([C:19]3[CH:24]=[CH:23][C:22]([Cl:25])=[CH:21][CH:20]=3)[CH3:18])=[CH:13][N:12]=2)[CH:7]=[CH:6][C:5]=1[N:27]1[C:31]([C:32]2[CH:37]=[CH:36][CH:35]=[CH:34][CH:33]=2)=[CH:30][N:29]=[N:28]1.[OH-].[Na+].Cl. Product: [Cl:25][C:22]1[CH:21]=[CH:20][C:19]([N:17]([CH3:18])[C:14]2[CH:15]=[CH:16][C:11]([C:10]([C:8]3[CH:7]=[CH:6][C:5]([N:27]4[C:31]([C:32]5[CH:33]=[CH:34][CH:35]=[CH:36][CH:37]=5)=[CH:30][N:29]=[N:28]4)=[C:4]([CH:9]=3)[C:3]([OH:38])=[O:2])=[O:26])=[N:12][CH:13]=2)=[CH:24][CH:23]=1. The catalyst class is: 40. (5) Reactant: [C:1]1([N:7]2[C:16]3[C:11](=[CH:12][CH:13]=[CH:14][N:15]=3)[C:10]([O:17]C(=O)CC3C=CC=CC=3)=[CH:9][C:8]2=[O:27])[CH:6]=[CH:5][CH:4]=[CH:3][CH:2]=1.C(N(CC)CC)C.[C-]#N.[K+].C1[O:55][CH2:54][CH2:53]OCCOCCOCCOCCOC1.C(=O)([O-])O.[Na+].[C:61]1(C)[CH:66]=[CH:65][CH:64]=[CH:63][CH:62]=1. Product: [OH:17][C:10]1[C:11]2[C:16](=[N:15][CH:14]=[CH:13][CH:12]=2)[N:7]([C:1]2[CH:2]=[CH:3][CH:4]=[CH:5][CH:6]=2)[C:8](=[O:27])[C:9]=1[C:54](=[O:55])[CH2:53][C:61]1[CH:66]=[CH:65][CH:64]=[CH:63][CH:62]=1. The catalyst class is: 4. (6) Reactant: FC(F)(F)S(OS(C(F)(F)F)(=O)=O)(=O)=O.[CH2:16]([O:18][C:19]([C:21]1[CH:22]=[C:23]2[C:28](=[CH:29][CH:30]=1)[N+:27]([O-])=[CH:26][CH:25]=[CH:24]2)=[O:20])[CH3:17].[CH3:32][NH2:33].O1CCCC1. Product: [CH3:32][NH:33][C:26]1[CH:25]=[CH:24][C:23]2[C:28](=[CH:29][CH:30]=[C:21]([C:19]([O:18][CH2:16][CH3:17])=[O:20])[CH:22]=2)[N:27]=1. The catalyst class is: 4.